Dataset: Forward reaction prediction with 1.9M reactions from USPTO patents (1976-2016). Task: Predict the product of the given reaction. Given the reactants [CH2:1]([CH:3]([N:6]1[CH2:11][CH2:10][N:9]([C:12]([C:14]2[CH:21]=[CH:20][C:17]([CH:18]=O)=[CH:16][CH:15]=2)=[O:13])[CH2:8][CH2:7]1)[CH2:4][CH3:5])[CH3:2].[NH:22]1[CH2:26][CH2:25][CH2:24][CH2:23]1, predict the reaction product. The product is: [CH2:1]([CH:3]([N:6]1[CH2:11][CH2:10][N:9]([C:12]([C:14]2[CH:21]=[CH:20][C:17]([CH2:18][N:22]3[CH2:26][CH2:25][CH2:24][CH2:23]3)=[CH:16][CH:15]=2)=[O:13])[CH2:8][CH2:7]1)[CH2:4][CH3:5])[CH3:2].